From a dataset of Catalyst prediction with 721,799 reactions and 888 catalyst types from USPTO. Predict which catalyst facilitates the given reaction. (1) Reactant: [C:1]1([S:7]([C:10]([CH:29]2[CH2:41][C:32]3[NH:33][C:34]4[CH:35]=[CH:36][C:37]([Cl:40])=[CH:38][C:39]=4[C:31]=3[CH2:30]2)([F:28])[C:11]2[O:15][N:14]=[C:13]([CH2:16][N:17]3C(=O)C4C(=CC=CC=4)C3=O)[N:12]=2)(=[O:9])=[O:8])[CH:6]=[CH:5][CH:4]=[CH:3][CH:2]=1.O.NN. Product: [C:1]1([S:7]([C:10]([CH:29]2[CH2:41][C:32]3[NH:33][C:34]4[CH:35]=[CH:36][C:37]([Cl:40])=[CH:38][C:39]=4[C:31]=3[CH2:30]2)([F:28])[C:11]2[O:15][N:14]=[C:13]([CH2:16][NH2:17])[N:12]=2)(=[O:9])=[O:8])[CH:2]=[CH:3][CH:4]=[CH:5][CH:6]=1. The catalyst class is: 14. (2) Reactant: [Br:1][C:2]1[CH:7]=[C:6]([Cl:8])[C:5]([S:9]([N:12]([CH2:14][C:15]2[O:19][CH:18]=[C:17]([C:20]([OH:22])=O)[CH:16]=2)[CH3:13])(=[O:11])=[O:10])=[C:4]([Cl:23])[CH:3]=1.CCN=C=NCCCN(C)C.C1C=NC2N(O)N=NC=2C=1.[NH:45]1[CH2:49][CH2:48][N:47]=[C:46]1[C:50]1[CH:55]=[CH:54][C:53]([CH2:56][NH:57][CH3:58])=[CH:52][CH:51]=1.Cl.CCN(C(C)C)C(C)C. Product: [Br:1][C:2]1[CH:7]=[C:6]([Cl:8])[C:5]([S:9]([N:12]([CH2:14][C:15]2[O:19][CH:18]=[C:17]([C:20]([N:57]([CH2:56][C:53]3[CH:54]=[CH:55][C:50]([C:46]4[NH:47][CH2:48][CH2:49][N:45]=4)=[CH:51][CH:52]=3)[CH3:58])=[O:22])[CH:16]=2)[CH3:13])(=[O:10])=[O:11])=[C:4]([Cl:23])[CH:3]=1. The catalyst class is: 3. (3) Reactant: [O:1]=[C:2]1[CH2:7][NH:6][CH2:5][CH2:4][N:3]1[CH:8]1[CH2:17][CH2:16][C:15]2[CH:14]=[C:13]([C:18]#[N:19])[CH:12]=[CH:11][C:10]=2[CH2:9]1.C(N(CC)CC)C.[O:27]=[C:28]1[C:37]2[C:32](=[CH:33][C:34]([CH2:38][CH:39]=O)=[CH:35][CH:36]=2)[CH:31]=[CH:30][O:29]1.C(O[BH-](OC(=O)C)OC(=O)C)(=O)C.[Na+]. Product: [O:1]=[C:2]1[CH2:7][N:6]([CH2:39][CH2:38][C:34]2[CH:33]=[C:32]3[C:37](=[CH:36][CH:35]=2)[C:28](=[O:27])[O:29][CH:30]=[CH:31]3)[CH2:5][CH2:4][N:3]1[CH:8]1[CH2:17][CH2:16][C:15]2[CH:14]=[C:13]([C:18]#[N:19])[CH:12]=[CH:11][C:10]=2[CH2:9]1. The catalyst class is: 701. (4) The catalyst class is: 80. Product: [Cl:17][C:9]1[C:8]2[C:7](=[O:18])[C:6]3[C:15](=[C:2]([NH:23][CH2:22][CH2:21][N:20]([CH3:24])[CH3:19])[CH:3]=[CH:4][CH:5]=3)[C:14](=[O:16])[C:13]=2[CH:12]=[CH:11][CH:10]=1. Reactant: Cl[C:2]1[C:15]2[C:14](=[O:16])[C:13]3[C:8](=[C:9]([Cl:17])[CH:10]=[CH:11][CH:12]=3)[C:7](=[O:18])[C:6]=2[CH:5]=[CH:4][CH:3]=1.[CH3:19][N:20]([CH3:24])[CH2:21][CH2:22][NH2:23]. (5) The catalyst class is: 11. Product: [CH3:15][O:16]/[N:17]=[C:18](/[C:29]1[CH:34]=[CH:33][CH:32]=[CH:31][CH:30]=1)\[CH2:19][O:20][C:21]1[CH:26]=[CH:25][C:24]([CH2:27][O:1][C:2]2[CH:3]=[CH:4][C:5]([O:6][CH2:7][C:8]([O:10][CH2:11][CH3:12])=[O:9])=[CH:13][CH:14]=2)=[CH:23][CH:22]=1. Reactant: [OH:1][C:2]1[CH:14]=[CH:13][C:5]([O:6][CH2:7][C:8]([O:10][CH2:11][CH3:12])=[O:9])=[CH:4][CH:3]=1.[CH3:15][O:16]/[N:17]=[C:18](/[C:29]1[CH:34]=[CH:33][CH:32]=[CH:31][CH:30]=1)\[CH2:19][O:20][C:21]1[CH:26]=[CH:25][C:24]([CH2:27]O)=[CH:23][CH:22]=1.C(P(CCCC)CCCC)CCC. (6) Reactant: [C:1]([O:5][C@@H:6]([C:11]1[C:35]([CH3:36])=[CH:34][C:14]2[N:15]=[C:16]([N:18]3[CH2:22][CH:21]([C:23]4[CH:24]=[C:25]5[C:29](=[CH:30][CH:31]=4)[N:28]([CH3:32])[N:27]=[CH:26]5)[CH2:20][C:19]3=[O:33])[S:17][C:13]=2[C:12]=1[C:37]1[CH:42]=[CH:41][C:40]([Cl:43])=[CH:39][CH:38]=1)[C:7]([O:9]C)=[O:8])([CH3:4])([CH3:3])[CH3:2].[OH-:44].[Na+].Cl. Product: [C:1]([O:5][C@H:6]([C:7]([OH:9])=[O:8])[C:11]1[C:35]([CH3:36])=[CH:34][C:14]2[N:15]=[C:16]([NH:18][CH2:22][CH:21]([C:23]3[CH:24]=[C:25]4[C:29](=[CH:30][CH:31]=3)[N:28]([CH3:32])[N:27]=[CH:26]4)[CH2:20][C:19]([OH:33])=[O:44])[S:17][C:13]=2[C:12]=1[C:37]1[CH:38]=[CH:39][C:40]([Cl:43])=[CH:41][CH:42]=1)([CH3:4])([CH3:2])[CH3:3]. The catalyst class is: 36. (7) The catalyst class is: 1. Reactant: [Br:1][C:2]1[CH:7]=[CH:6][CH:5]=[C:4](I)[CH:3]=1.C([Li])CCC.[O:14]1[CH2:17][C:16](=[O:18])[CH2:15]1.[Cl-].[NH4+]. Product: [Br:1][C:2]1[CH:3]=[C:4]([C:16]2([OH:18])[CH2:17][O:14][CH2:15]2)[CH:5]=[CH:6][CH:7]=1. (8) Reactant: [CH3:1][C:2]1[CH2:3][CH2:4][N:5]([C:8]([O:10][CH3:11])=[O:9])[CH2:6][CH:7]=1.ClC1C=CC=C(C(OO)=[O:20])C=1. Product: [CH3:1][C:2]12[O:20][CH:3]1[CH2:4][N:5]([C:8]([O:10][CH3:11])=[O:9])[CH2:6][CH2:7]2. The catalyst class is: 4.